Dataset: Forward reaction prediction with 1.9M reactions from USPTO patents (1976-2016). Task: Predict the product of the given reaction. (1) The product is: [N:30]1([C:36]([O:19][C:4]2[CH:3]=[C:2]([Cl:1])[N:7]=[N:6][C:5]=2[O:8][C:9]2[C:14]([CH3:15])=[CH:13][CH:12]=[CH:11][C:10]=2[CH:16]2[CH2:18][CH2:17]2)=[O:37])[CH2:35][CH2:34][O:33][CH2:32][CH2:31]1. Given the reactants [Cl:1][C:2]1[N:7]=[N:6][C:5]([O:8][C:9]2[C:14]([CH3:15])=[CH:13][CH:12]=[CH:11][C:10]=2[CH:16]2[CH2:18][CH2:17]2)=[C:4]([OH:19])[CH:3]=1.CC(C)=O.C(=O)([O-])[O-].[K+].[K+].[N:30]1([C:36](Cl)=[O:37])[CH2:35][CH2:34][O:33][CH2:32][CH2:31]1, predict the reaction product. (2) Given the reactants [F:1][C:2]1[CH:3]=[C:4]([C@@:9]2([CH3:28])[NH:14][C:13](=[O:15])[C:12]3([CH2:20][CH2:19][CH2:18][CH2:17][CH2:16]3)[N:11]([C:21]([O:23][C:24]([CH3:27])([CH3:26])[CH3:25])=[O:22])[CH2:10]2)[CH:5]=[C:6]([F:8])[CH:7]=1.[H-].[Na+].Br[CH2:32][C:33]([O:35][CH2:36][CH3:37])=[O:34].C([O-])(O)=O.[Na+], predict the reaction product. The product is: [F:1][C:2]1[CH:3]=[C:4]([C@@:9]2([CH3:28])[N:14]([CH2:32][C:33]([O:35][CH2:36][CH3:37])=[O:34])[C:13](=[O:15])[C:12]3([CH2:20][CH2:19][CH2:18][CH2:17][CH2:16]3)[N:11]([C:21]([O:23][C:24]([CH3:27])([CH3:26])[CH3:25])=[O:22])[CH2:10]2)[CH:5]=[C:6]([F:8])[CH:7]=1.